Dataset: Tox21: 12 toxicity assays (nuclear receptors and stress response pathways). Task: Binary classification across 12 toxicity assays. The molecule is Cc1ccc(Nc2c(F)cccc2Cl)c(CC(=O)O)c1. It tested positive (active) for: NR-PPAR-gamma (PPAR-gamma nuclear receptor agonist).